Dataset: Full USPTO retrosynthesis dataset with 1.9M reactions from patents (1976-2016). Task: Predict the reactants needed to synthesize the given product. (1) Given the product [N:20]1([C:17]2[CH:16]=[CH:15][C:14]([N:9]3[CH:10]=[CH:11][C:12](=[O:13])[C:7]([C:5]4[N:33]([C:27]5[CH:32]=[CH:31][CH:30]=[CH:29][CH:28]=5)[N:2]=[CH:3][CH:4]=4)=[N:8]3)=[CH:19][CH:18]=2)[CH2:21][CH2:22][O:36][CH2:35][CH2:25]1, predict the reactants needed to synthesize it. The reactants are: C[N:2](C)[CH:3]=[CH:4][C:5]([C:7]1[C:12](=[O:13])[CH:11]=[CH:10][N:9]([C:14]2[CH:19]=[CH:18][C:17]([N:20]3[CH2:25]CO[CH2:22][CH2:21]3)=[CH:16][CH:15]=2)[N:8]=1)=O.[C:27]1([NH:33]N)[CH:32]=[CH:31][CH:30]=[CH:29][CH:28]=1.[CH3:35][OH:36]. (2) Given the product [Cl:1][C:2]1[CH:7]=[CH:6][CH:5]=[CH:4][C:3]=1[O:8][C:13]1[S:17][C:16]([NH2:18])=[N:15][CH:14]=1, predict the reactants needed to synthesize it. The reactants are: [Cl:1][C:2]1[CH:7]=[CH:6][CH:5]=[CH:4][C:3]=1[OH:8].[H-].[Na+].Br.Br[C:13]1[S:17][C:16]([NH2:18])=[N:15][CH:14]=1.CCOCC.